Dataset: Reaction yield outcomes from USPTO patents with 853,638 reactions. Task: Predict the reaction yield, written as a fraction of the theoretical maximum amount of product (1.0 means a 100% yield; for example, 0.34 means a 34% yield). The reactants are [CH3:1][C:2]1([CH3:11])[C:8]([CH2:9][OH:10])=[CH:7][CH2:6][CH2:5][CH2:4][CH2:3]1.[F:12][C:13]1[CH:14]=[C:15](O)[CH:16]=[CH:17][CH:18]=1.C1(P(C2C=CC=CC=2)C2C=CC=CC=2)C=CC=CC=1.N(C(OCC)=O)=NC(OCC)=O. The catalyst is O1CCCC1. The product is [F:12][C:13]1[CH:18]=[C:17]([CH:16]=[CH:15][CH:14]=1)[O:10][CH2:9][C:8]1[C:2]([CH3:11])([CH3:1])[CH2:3][CH2:4][CH2:5][CH2:6][CH:7]=1. The yield is 0.680.